From a dataset of Reaction yield outcomes from USPTO patents with 853,638 reactions. Predict the reaction yield, written as a fraction of the theoretical maximum amount of product (1.0 means a 100% yield; for example, 0.34 means a 34% yield). (1) The reactants are Br[C:2]1[CH:7]=[CH:6][N:5]=[C:4]2[N:8]([CH2:11][O:12][CH2:13][CH2:14][Si:15]([CH3:18])([CH3:17])[CH3:16])[CH:9]=[CH:10][C:3]=12.CC1(C)C(C)(C)OB([C:27]2[CH:28]=[N:29][N:30](C(OC(C)(C)C)=O)[CH:31]=2)O1.C(=O)([O-])[O-].[Na+].[Na+]. The catalyst is O1CCOCC1.O.C(OCC)(=O)C.C1C=CC([P]([Pd]([P](C2C=CC=CC=2)(C2C=CC=CC=2)C2C=CC=CC=2)([P](C2C=CC=CC=2)(C2C=CC=CC=2)C2C=CC=CC=2)[P](C2C=CC=CC=2)(C2C=CC=CC=2)C2C=CC=CC=2)(C2C=CC=CC=2)C2C=CC=CC=2)=CC=1. The product is [NH:29]1[CH:28]=[C:27]([C:2]2[CH:7]=[CH:6][N:5]=[C:4]3[N:8]([CH2:11][O:12][CH2:13][CH2:14][Si:15]([CH3:18])([CH3:17])[CH3:16])[CH:9]=[CH:10][C:3]=23)[CH:31]=[N:30]1. The yield is 0.690. (2) The reactants are [C:1]([O:5][C:6](=[O:23])[CH2:7][CH:8]([OH:22])[CH2:9][C@H:10]([OH:21])[CH2:11][O:12][C:13](=[O:20])[C:14]1[CH:19]=[CH:18][CH:17]=[CH:16][CH:15]=1)([CH3:4])([CH3:3])[CH3:2].COC(OC)(C)C.C1(C)C=CC(S(O)(=O)=O)=CC=1.C(=O)([O-])O.[Na+]. The catalyst is C(Cl)Cl. The product is [C:1]([O:5][C:6](=[O:23])[CH2:7][C:8](=[O:22])[CH2:9][C@H:10]([OH:21])[CH2:11][O:12][C:13](=[O:20])[C:14]1[CH:15]=[CH:16][CH:17]=[CH:18][CH:19]=1)([CH3:4])([CH3:2])[CH3:3]. The yield is 0.720. (3) The reactants are [C:1]([O:5][C:6](=[O:34])[NH:7][C:8]([C:10]1[S:11][C:12]([S:32][CH3:33])=[C:13]([S:15]([C:18]2[CH:19]=[C:20]([C:24]3[C:29]([CH3:30])=[CH:28][CH:27]=[CH:26][C:25]=3[NH2:31])[CH:21]=[CH:22][CH:23]=2)(=[O:17])=[O:16])[CH:14]=1)=[NH:9])([CH3:4])([CH3:3])[CH3:2].N1C=CC=CC=1.Cl[C:42](OC1C=CC([N+]([O-])=O)=CC=1)=[O:43].[C:54]([N:73]1[N:77]=[N:76][C:75]([CH2:78][CH2:79][CH2:80][CH2:81][NH2:82])=[N:74]1)([C:67]1[CH:72]=[CH:71][CH:70]=[CH:69][CH:68]=1)([C:61]1[CH:66]=[CH:65][CH:64]=[CH:63][CH:62]=1)[C:55]1[CH:60]=[CH:59][CH:58]=[CH:57][CH:56]=1. The catalyst is C(Cl)Cl. The product is [C:1]([O:5][C:6](=[O:34])[NH:7][C:8](=[NH:9])[C:10]1[S:11][C:12]([S:32][CH3:33])=[C:13]([S:15]([C:18]2[CH:19]=[C:20]([C:24]3[C:29]([CH3:30])=[CH:28][CH:27]=[CH:26][C:25]=3[NH:31][C:42]([NH:82][CH2:81][CH2:80][CH2:79][CH2:78][C:75]3[N:76]=[N:77][N:73]([C:54]([C:55]4[CH:60]=[CH:59][CH:58]=[CH:57][CH:56]=4)([C:61]4[CH:66]=[CH:65][CH:64]=[CH:63][CH:62]=4)[C:67]4[CH:68]=[CH:69][CH:70]=[CH:71][CH:72]=4)[N:74]=3)=[O:43])[CH:21]=[CH:22][CH:23]=2)(=[O:17])=[O:16])[CH:14]=1)([CH3:4])([CH3:3])[CH3:2]. The yield is 0.140. (4) The reactants are [N:1]1[N:5]2[C:6]3[CH:14]=[CH:13][CH:12]=[CH:11][C:7]=3[O:8][CH2:9][CH2:10][C:4]2=[N:3][C:2]=1[C:15]([OH:17])=O.C[N:19](C)C=O.F[P-](F)(F)(F)(F)F.C[N+](C)=C(N(C)C)ON1C2N=CC=CC=2N=N1.ClC1C=CC2N=NN(O)C=2C=1.[Cl-].[NH4+].C(N(CC)C(C)C)(C)C. The catalyst is C(#N)C.O. The product is [N:1]1[N:5]2[C:6]3[CH:14]=[CH:13][CH:12]=[CH:11][C:7]=3[O:8][CH2:9][CH2:10][C:4]2=[N:3][C:2]=1[C:15]([NH2:19])=[O:17]. The yield is 0.310. (5) The reactants are [C:1]([O:5][C:6]([N:8]1[CH2:16][C:15]2[C:10](=[CH:11][CH:12]=[C:13](Br)[CH:14]=2)[CH2:9]1)=[O:7])([CH3:4])([CH3:3])[CH3:2].C1C=CC(P(C2C=CC=CC=2)CCCP(C2C=CC=CC=2)C2C=CC=CC=2)=CC=1.CO.CS(C)=O.C[CH2:54][O:55][C:56](C)=[O:57].CCCCCC. The catalyst is CC([O-])=O.CC([O-])=O.[Pd+2]. The product is [CH3:54][O:55][C:56]([C:13]1[CH:14]=[C:15]2[C:10](=[CH:11][CH:12]=1)[CH2:9][N:8]([C:6]([O:5][C:1]([CH3:4])([CH3:3])[CH3:2])=[O:7])[CH2:16]2)=[O:57]. The yield is 0.810. (6) The reactants are [CH3:1][CH:2]([N:4]1[CH2:9][CH2:8][N:7]([C:10]2[CH:15]=[CH:14][C:13]([O:16][CH3:17])=[C:12]([N+:18]([O-])=O)[CH:11]=2)[CH2:6][CH2:5]1)[CH3:3]. The catalyst is C(O)C.[Pd]. The product is [CH3:3][CH:2]([N:4]1[CH2:5][CH2:6][N:7]([C:10]2[CH:15]=[CH:14][C:13]([O:16][CH3:17])=[C:12]([CH:11]=2)[NH2:18])[CH2:8][CH2:9]1)[CH3:1]. The yield is 0.800. (7) The reactants are [NH:1]1[CH:5]=[C:4]([C:6]([O:8][CH2:9][CH3:10])=[O:7])[CH:3]=[N:2]1.Cl[CH2:12][C:13]1[C:14]([CH3:19])=[N:15][O:16][C:17]=1[CH3:18].C(=O)([O-])[O-].[Cs+].[Cs+]. The catalyst is CN(C=O)C.Cl. The product is [CH3:19][C:14]1[C:13]([CH2:12][N:1]2[CH:5]=[C:4]([C:6]([O:8][CH2:9][CH3:10])=[O:7])[CH:3]=[N:2]2)=[C:17]([CH3:18])[O:16][N:15]=1. The yield is 0.800. (8) The reactants are O[CH2:2][C:3]1[C:4]([CH2:24][O:25][CH3:26])=[N:5][C:6]([CH3:23])=[C:7]([C:15]=1[C:16]1[CH:21]=[CH:20][C:19]([CH3:22])=[CH:18][CH:17]=1)[C:8]([O:10][C:11]([CH3:14])([CH3:13])[CH3:12])=[O:9].C([N:29](CC)CC)C.CS(Cl)(=O)=O.[N-]=[N+]=[N-].[Na+]. The catalyst is C(OCC)(=O)C.[C].[Pd].C(O)C.O1CCCC1. The product is [NH2:29][CH2:2][C:3]1[C:4]([CH2:24][O:25][CH3:26])=[N:5][C:6]([CH3:23])=[C:7]([C:15]=1[C:16]1[CH:17]=[CH:18][C:19]([CH3:22])=[CH:20][CH:21]=1)[C:8]([O:10][C:11]([CH3:13])([CH3:14])[CH3:12])=[O:9]. The yield is 0.740.